From a dataset of Experimentally validated miRNA-target interactions with 360,000+ pairs, plus equal number of negative samples. Binary Classification. Given a miRNA mature sequence and a target amino acid sequence, predict their likelihood of interaction. (1) The miRNA is mmu-miR-669a-3p with sequence ACAUAACAUACACACACACGUAU. The protein sequence of the target gene is MYQSPRRLCSALLLRDAPGLRRTLVPGPRRTLAPPVLGSRPKSPQLQAAAASGAARSRPRTVSSMGNGTSRLYSALAKTVNSSAAAQHPEYLVSTDPEHLEPIDPKELLEECRAVLHTRPPRYQRDFVDLRTDCSSSHSPIRVMQWNILAQALGEGKDNFVQCPVEALKWEERKCLILEEILAYQPDILCLQEVDHYFDTFQPLLSRLGYQGTFFPKPWSPCLDVEHNNGPDGCALFFLQNRFKLISSTNIRLTAMTLKTNQVAIAQTLECKESGRQFCIAVTHLKARTGWERFRSAQGC.... Result: 0 (no interaction). (2) The miRNA is cel-miR-800-3p with sequence GCCAAACUCGGAAAUUGUCUGC. The protein sequence of the target gene is MPILSKIWAAPAAGILRKTPRNAHQMRLISMTSSMKAKVFNSAEEAVKDIPDNAKLLVGGFGLCGIPENLIQAITKTGQKGLTCVSNNAGVDNWGLGLLLQTRQIKKMISSYVGENGEFARQYLSGELELEFTPQGTLAERIRAAGAGVPAFYTPTGYGTQIQEGGAPIKYSKTEKGKIEVASKAKETRQFNGINYVMEEAIWGDFALIKAWRADTLGNIQFRHAAGNFNNPMCKASKCTIVEVEEIVEPGVIAPNDVHIPSIYCHRLVLGKNYKKPIERPMFAHEGPIKPSTSAAGKSR.... Result: 1 (interaction). (3) The miRNA is mmu-miR-181c-5p with sequence AACAUUCAACCUGUCGGUGAGU. The protein sequence of the target gene is MASFTVKAYLLGKEEATREIRRFSFCFSPEPEAEAQAAAGPGPCERLLSRVAVLFPTLRPGGFQAHYRDEDGDLVAFSSDEELTMAMSYVKDDIFRIYIKEKKECRREHRPPCAQEAPRNMVHPNVICDGCNGPVVGTRYKCSVCPDYDLCSVCEGKGLHREHSKLIFPNPFGHLSDSFSHSRWLRKLKHGHFGWPGWEMGPPGNWSPRPPRAGDGRPCPTAESASAPPEDPNVNFLKNVGESVAAALSPLGIEVDIDVEHGGKRSRLTPTTPESSSTGTEDKSNTQPSSCSSEVSKPDG.... Result: 0 (no interaction). (4) The miRNA is hsa-miR-6781-3p with sequence UGCCUCUUUUCCACGGCCUCAG. The protein sequence of the target gene is MALLSEGLDEVPAACLSPCGPPNPTELFSESRRLALEELVAGGPEAFAAFLRRERLARFLNPDEVHAILRAAERPGEEGAAAAAAAEDSFGSSHDCSSGTYFPEQSDLEPPLLELGWPAFYQGAYRGATRVETHFQPRGAGEGGPYGCKDALRQQLRSAREVIAVVMDVFTDIDIFRDLQEICRKQGVAVYILLDQALLSQFLDMCMDLKVHPEQEKLMTVRTITGNIYYARSGTKIIGKVHEKFTLIDGIRVATGSYSFTWTDGKLNSSNLVILSGQVVEHFDLEFRILYAQSKPISPK.... Result: 1 (interaction).